Predict the reactants needed to synthesize the given product. From a dataset of Full USPTO retrosynthesis dataset with 1.9M reactions from patents (1976-2016). (1) Given the product [Br:2][C:3]1[CH:8]=[CH:7][C:6]([S:9]([NH2:1])(=[O:11])=[O:10])=[CH:5][C:4]=1[CH3:13], predict the reactants needed to synthesize it. The reactants are: [NH3:1].[Br:2][C:3]1[CH:8]=[CH:7][C:6]([S:9](Cl)(=[O:11])=[O:10])=[CH:5][C:4]=1[CH3:13]. (2) Given the product [C:1]([N:4]1[CH2:9][CH2:8][N:7]([C:10]2[CH:17]=[CH:16][C:13]([C:14]3[NH:24][C:22](=[O:23])[C:21]4[C:20](=[CH:28][C:27]([O:29][CH3:30])=[CH:26][C:25]=4[O:31][CH3:32])[N:19]=3)=[CH:12][CH:11]=2)[CH2:6][CH:5]1[CH3:18])(=[O:3])[CH3:2], predict the reactants needed to synthesize it. The reactants are: [C:1]([N:4]1[CH2:9][CH2:8][N:7]([C:10]2[CH:17]=[CH:16][C:13]([CH:14]=O)=[CH:12][CH:11]=2)[CH2:6][CH:5]1[CH3:18])(=[O:3])[CH3:2].[NH2:19][C:20]1[CH:28]=[C:27]([O:29][CH3:30])[CH:26]=[C:25]([O:31][CH3:32])[C:21]=1[C:22]([NH2:24])=[O:23].OS([O-])=O.[Na+].CC1C=CC(S(O)(=O)=O)=CC=1. (3) The reactants are: [OH:1][C:2]1[CH:3]=[C:4]([C:8]2[C:17]3[C:12](=[C:13]([C:18]([F:21])([F:20])[F:19])[CH:14]=[CH:15][CH:16]=3)[N:11]=[CH:10][C:9]=2[C:22]([C:24]2[CH:29]=[CH:28][CH:27]=[CH:26][CH:25]=2)=[O:23])[CH:5]=[CH:6][CH:7]=1.Br[CH2:31][C:32]1[CH:37]=[CH:36][C:35]([Cl:38])=[CH:34][C:33]=1[F:39]. Given the product [Cl:38][C:35]1[CH:36]=[CH:37][C:32]([CH2:31][O:1][C:2]2[CH:3]=[C:4]([C:8]3[C:17]4[C:12](=[C:13]([C:18]([F:21])([F:19])[F:20])[CH:14]=[CH:15][CH:16]=4)[N:11]=[CH:10][C:9]=3[C:22]([C:24]3[CH:25]=[CH:26][CH:27]=[CH:28][CH:29]=3)=[O:23])[CH:5]=[CH:6][CH:7]=2)=[C:33]([F:39])[CH:34]=1, predict the reactants needed to synthesize it. (4) The reactants are: [Br:1][C:2]1[C:10]2[C:5](=[CH:6][CH:7]=[C:8]([C:11]#[N:12])[CH:9]=2)[NH:4][N:3]=1.[OH2:13].[C:14]1(C)C=[CH:18][C:17](S(O)(=O)=O)=[CH:16][CH:15]=1. Given the product [Br:1][C:2]1[C:10]2[C:5](=[CH:6][CH:7]=[C:8]([C:11]#[N:12])[CH:9]=2)[N:4]([CH:18]2[CH2:17][CH2:16][CH2:15][CH2:14][O:13]2)[N:3]=1, predict the reactants needed to synthesize it. (5) Given the product [Cl:15][C:10]1[CH:11]=[CH:12][CH:13]=[CH:14][C:9]=1[C:7]1[C:6]([C:16]([O:18][CH2:19][CH3:20])=[O:17])=[CH:5][N:4]=[C:3]([CH2:2][N:27]2[N:28]=[N:29][C:25]([C:22]([F:24])([F:23])[F:21])=[N:26]2)[N:8]=1, predict the reactants needed to synthesize it. The reactants are: Br[CH2:2][C:3]1[N:8]=[C:7]([C:9]2[CH:14]=[CH:13][CH:12]=[CH:11][C:10]=2[Cl:15])[C:6]([C:16]([O:18][CH2:19][CH3:20])=[O:17])=[CH:5][N:4]=1.[F:21][C:22]([C:25]1[NH:29][N:28]=[N:27][N:26]=1)([F:24])[F:23].C(=O)([O-])[O-].[K+].[K+].